From a dataset of Forward reaction prediction with 1.9M reactions from USPTO patents (1976-2016). Predict the product of the given reaction. (1) Given the reactants [CH2:1]([N:3]1[C:7]([C:8]2[CH:9]=[N:10][CH:11]=[CH:12][CH:13]=2)=[N:6][N:5]=[C:4]1[S:14][CH2:15][C:16]([NH:18][C:19]1[CH:24]=[CH:23][C:22]([CH:25]([CH3:27])[CH3:26])=[CH:21][CH:20]=1)=[O:17])[CH3:2].[OH2:28].[OH:29]OS([O-])=O.[K+], predict the reaction product. The product is: [CH2:1]([N:3]1[C:7]([C:8]2[CH:9]=[N:10][CH:11]=[CH:12][CH:13]=2)=[N:6][N:5]=[C:4]1[S:14]([CH2:15][C:16]([NH:18][C:19]1[CH:24]=[CH:23][C:22]([CH:25]([CH3:26])[CH3:27])=[CH:21][CH:20]=1)=[O:17])(=[O:29])=[O:28])[CH3:2]. (2) Given the reactants O=[C:2]1[CH2:6][CH2:5][CH:4]([C:7]2[C:15]3[C:10](=[CH:11][CH:12]=[C:13]([C:16]#[N:17])[CH:14]=3)[NH:9][CH:8]=2)[CH2:3]1.[CH3:18][NH:19][CH3:20].C(O[BH-](OC(=O)C)OC(=O)C)(=O)C.[Na+].Cl.C(=O)([O-])[O-].[Na+].[Na+], predict the reaction product. The product is: [CH3:18][N:19]([CH3:20])[CH:2]1[CH2:6][CH2:5][CH:4]([C:7]2[C:15]3[C:10](=[CH:11][CH:12]=[C:13]([C:16]#[N:17])[CH:14]=3)[NH:9][CH:8]=2)[CH2:3]1.